This data is from Forward reaction prediction with 1.9M reactions from USPTO patents (1976-2016). The task is: Predict the product of the given reaction. (1) Given the reactants [CH:1]([O:4][C:5]([N:7]1[CH2:12][CH2:11][CH:10]([CH2:13][O:14][C:15]2[CH:20]=[CH:19][C:18](B3OC(C)(C)C(C)(C)O3)=[CH:17][N:16]=2)[CH2:9][CH2:8]1)=[O:6])([CH3:3])[CH3:2].[C:30]([O:34][C:35]([NH:37][C@H:38]([C:55]([N:57]1[CH2:61][CH2:60][CH2:59][C@H:58]1[C:62]#[N:63])=[O:56])[CH2:39][C:40]1[CH:45]=[CH:44][C:43](OS(C(F)(F)F)(=O)=O)=[CH:42][C:41]=1[F:54])=[O:36])([CH3:33])([CH3:32])[CH3:31], predict the reaction product. The product is: [CH:1]([O:4][C:5]([N:7]1[CH2:8][CH2:9][CH:10]([CH2:13][O:14][C:15]2[CH:20]=[CH:19][C:18]([C:43]3[CH:44]=[CH:45][C:40]([CH2:39][C@H:38]([NH:37][C:35]([O:34][C:30]([CH3:32])([CH3:31])[CH3:33])=[O:36])[C:55]([N:57]4[CH2:61][CH2:60][CH2:59][C@H:58]4[C:62]#[N:63])=[O:56])=[C:41]([F:54])[CH:42]=3)=[CH:17][N:16]=2)[CH2:11][CH2:12]1)=[O:6])([CH3:2])[CH3:3]. (2) Given the reactants [CH2:1]([O:8][C:9]1[CH:18]=[C:17]2[C:12]([C:13](Cl)=[CH:14][C:15]([CH3:19])=[N:16]2)=[CH:11][CH:10]=1)[C:2]1[CH:7]=[CH:6][CH:5]=[CH:4][CH:3]=1.[NH:21]1[CH2:25][CH2:24][CH2:23][CH2:22]1, predict the reaction product. The product is: [CH2:1]([O:8][C:9]1[CH:18]=[C:17]2[C:12]([C:13]([N:21]3[CH2:25][CH2:24][CH2:23][CH2:22]3)=[CH:14][C:15]([CH3:19])=[N:16]2)=[CH:11][CH:10]=1)[C:2]1[CH:7]=[CH:6][CH:5]=[CH:4][CH:3]=1. (3) Given the reactants [OH-].[Li+].[O:3]=[C:4]1[C:13]2[C:8](=[C:9]([C:14]3[CH:19]=[CH:18][CH:17]=[C:16]([C:20]([F:23])([F:22])[F:21])[CH:15]=3)[CH:10]=[CH:11][CH:12]=2)[CH2:7][CH2:6][CH:5]1[CH2:24][C:25]1[CH:34]=[CH:33][C:28]([C:29]([O:31]C)=[O:30])=[CH:27][CH:26]=1, predict the reaction product. The product is: [O:3]=[C:4]1[C:13]2[C:8](=[C:9]([C:14]3[CH:19]=[CH:18][CH:17]=[C:16]([C:20]([F:21])([F:22])[F:23])[CH:15]=3)[CH:10]=[CH:11][CH:12]=2)[CH2:7][CH2:6][CH:5]1[CH2:24][C:25]1[CH:26]=[CH:27][C:28]([C:29]([OH:31])=[O:30])=[CH:33][CH:34]=1. (4) Given the reactants [CH3:1][O:2][C:3]1[C:8]([CH:9]([NH:17]S(C(C)(C)C)=O)[CH2:10][CH2:11][CH2:12][C:13]([O:15][CH3:16])=[O:14])=[C:7]([O:24][CH3:25])[N:6]=[CH:5][N:4]=1.[ClH:26].O1CCOCC1, predict the reaction product. The product is: [ClH:26].[NH2:17][CH:9]([C:8]1[C:3]([O:2][CH3:1])=[N:4][CH:5]=[N:6][C:7]=1[O:24][CH3:25])[CH2:10][CH2:11][CH2:12][C:13]([O:15][CH3:16])=[O:14]. (5) Given the reactants [F:1][C:2]([F:14])([F:13])[CH:3]([OH:12])[CH2:4][CH2:5][C:6]1[CH:11]=[CH:10][CH:9]=[CH:8][N:7]=1.[Si:15](Cl)([C:18]([CH3:21])([CH3:20])[CH3:19])([CH3:17])[CH3:16].N1C=CN=C1, predict the reaction product. The product is: [Si:15]([O:12][CH:3]([C:2]([F:1])([F:13])[F:14])[CH2:4][CH2:5][C:6]1[CH:11]=[CH:10][CH:9]=[CH:8][N:7]=1)([C:18]([CH3:21])([CH3:20])[CH3:19])([CH3:17])[CH3:16]. (6) Given the reactants Cl[C:2]1[N:7]=[C:6]([NH:8][C:9]2[NH:13][N:12]=[C:11]([CH:14]3[CH2:16][CH2:15]3)[CH:10]=2)[C:5]([F:17])=[CH:4][N:3]=1.[F:18][C:19]1[CH:20]=[CH:21][C:22]([C@@H:25]([NH2:27])[CH3:26])=[N:23][CH:24]=1.CCN(C(C)C)C(C)C, predict the reaction product. The product is: [F:17][C:5]1[C:6]([NH:8][C:9]2[CH:10]=[C:11]([CH:14]3[CH2:16][CH2:15]3)[NH:12][N:13]=2)=[N:7][C:2]([NH:27][C@H:25]([C:22]2[CH:21]=[CH:20][C:19]([F:18])=[CH:24][N:23]=2)[CH3:26])=[N:3][CH:4]=1. (7) Given the reactants [CH3:1][N:2]1[CH2:7][CH2:6][NH:5][CH2:4][CH2:3]1.Cl.Cl.CC1N([CH2:17][C:18]2[CH:26]=[CH:25][C:21]([C:22]([OH:24])=[O:23])=[CH:20][CH:19]=2)CCNC1, predict the reaction product. The product is: [CH3:1][N:2]1[CH2:7][CH2:6][N:5]([CH2:17][C:18]2[CH:26]=[CH:25][C:21]([C:22]([OH:24])=[O:23])=[CH:20][CH:19]=2)[CH2:4][CH2:3]1. (8) The product is: [OH:10][N:9]=[C:8]([Cl:12])[CH:5]1[CH2:4][CH2:3][C:2]([CH3:11])([CH3:1])[CH2:7][CH2:6]1. Given the reactants [CH3:1][C:2]1([CH3:11])[CH2:7][CH2:6][CH:5]([CH:8]=[N:9][OH:10])[CH2:4][CH2:3]1.[Cl:12]N1C(=O)CCC1=O, predict the reaction product. (9) Given the reactants [Br:1]N1C(=O)CCC1=O.[CH3:9][O:10][C:11]1[CH:16]=[CH:15][C:14]([CH:17]2[CH2:22][CH2:21][O:20][CH2:19][CH2:18]2)=[CH:13][CH:12]=1.C(O)C, predict the reaction product. The product is: [Br:1][C:16]1[CH:15]=[C:14]([CH:17]2[CH2:22][CH2:21][O:20][CH2:19][CH2:18]2)[CH:13]=[CH:12][C:11]=1[O:10][CH3:9]. (10) The product is: [Cl:35][CH2:34][O:33][C:31](=[O:32])[N:25]([CH2:24][C@H:23]1[C@@H:16]2[CH2:15][C:14]3[CH:13]=[C:12]([C:9]4[CH:10]=[N:11][C:6]([N:1]5[CH:5]=[N:4][N:3]=[N:2]5)=[CH:7][CH:8]=4)[CH:20]=[CH:19][C:18]=3[N:17]2[C:21](=[O:29])[O:22]1)[C:26](=[O:28])[CH3:27]. Given the reactants [N:1]1([C:6]2[N:11]=[CH:10][C:9]([C:12]3[CH:20]=[CH:19][C:18]4[N:17]5[C:21](=[O:29])[O:22][C@@H:23]([CH2:24][NH:25][C:26](=[O:28])[CH3:27])[C@@H:16]5[CH2:15][C:14]=4[CH:13]=3)=[CH:8][CH:7]=2)[CH:5]=[N:4][N:3]=[N:2]1.Cl[C:31]([O:33][CH2:34][Cl:35])=[O:32], predict the reaction product.